Dataset: Catalyst prediction with 721,799 reactions and 888 catalyst types from USPTO. Task: Predict which catalyst facilitates the given reaction. Reactant: [O:1]=[C:2]1[C:10]2[C:5](=[CH:6][CH:7]=[CH:8][CH:9]=2)[C:4](=[O:11])[N:3]1[CH2:12][CH2:13][CH2:14][CH2:15][S:16][C:17]1[CH:18]=[C:19]([NH:26][C:27]([N:29]2[CH2:33][CH2:32][CH2:31][CH2:30]2)=[O:28])[CH:20]=[C:21]([N+:23]([O-:25])=[O:24])[CH:22]=1.I(O)(=O)(=O)=[O:35].O.O.O.O.O.S([O-])([O-])(=O)=S.[Na+].[Na+]. Product: [O:1]=[C:2]1[C:10]2[C:5](=[CH:6][CH:7]=[CH:8][CH:9]=2)[C:4](=[O:11])[N:3]1[CH2:12][CH2:13][CH2:14][CH2:15][S:16]([C:17]1[CH:18]=[C:19]([NH:26][C:27]([N:29]2[CH2:30][CH2:31][CH2:32][CH2:33]2)=[O:28])[CH:20]=[C:21]([N+:23]([O-:25])=[O:24])[CH:22]=1)=[O:35]. The catalyst class is: 47.